This data is from Forward reaction prediction with 1.9M reactions from USPTO patents (1976-2016). The task is: Predict the product of the given reaction. (1) Given the reactants [Cl:1][C:2]1[N:7]=[CH:6][C:5]([S:8](Cl)(=[O:10])=[O:9])=[CH:4][CH:3]=1.[CH3:12][N:13]([CH3:17])[CH2:14][CH2:15][NH2:16], predict the reaction product. The product is: [Cl:1][C:2]1[N:7]=[CH:6][C:5]([S:8]([NH:16][CH2:15][CH2:14][N:13]([CH3:17])[CH3:12])(=[O:10])=[O:9])=[CH:4][CH:3]=1. (2) Given the reactants C(Cl)(=O)C(Cl)=[O:3].CS(C)=O.[CH2:11]([O:18][C@H:19]1[C@H:24]([O:25][CH2:26][C:27]2[CH:32]=[CH:31][CH:30]=[CH:29][CH:28]=2)[C@@H:23]([O:33][CH2:34][C:35]2[CH:40]=[CH:39][CH:38]=[CH:37][CH:36]=2)[C:22]([C:43]2[CH:48]=[CH:47][C:46]([CH3:49])=[C:45]([CH2:50][C:51]3[CH:60]=[CH:59][C:54]4[O:55][CH2:56][CH2:57][O:58][C:53]=4[CH:52]=3)[CH:44]=2)([O:41][CH3:42])[O:21][C@@H:20]1[CH3:61])[C:12]1[CH:17]=[CH:16][CH:15]=[CH:14][CH:13]=1.C(N(CC)CC)C.Cl, predict the reaction product. The product is: [CH2:11]([O:18][C@H:19]1[C@H:24]([O:25][CH2:26][C:27]2[CH:28]=[CH:29][CH:30]=[CH:31][CH:32]=2)[C@@H:23]([O:33][CH2:34][C:35]2[CH:40]=[CH:39][CH:38]=[CH:37][CH:36]=2)[C:22]([C:43]2[CH:48]=[CH:47][C:46]([CH3:49])=[C:45]([CH2:50][C:51]3[CH:60]=[CH:59][C:54]4[O:55][CH2:56][CH2:57][O:58][C:53]=4[CH:52]=3)[CH:44]=2)([O:41][CH3:42])[O:21][C@@H:20]1[CH:61]=[O:3])[C:12]1[CH:17]=[CH:16][CH:15]=[CH:14][CH:13]=1. (3) The product is: [O:1]=[C:2]1[CH:3]([CH2:15][N:16]2[CH2:17][CH2:18][C:19]3([C:29]4[C:24](=[CH:25][CH:26]=[CH:27][CH:28]=4)[CH2:23][CH2:22]3)[CH2:20][CH2:21]2)[CH2:4][C:5]2[C:14]3=[C:9]([CH2:10][CH2:11][CH2:12][N:13]13)[CH:8]=[CH:7][CH:6]=2. Given the reactants [O:1]=[C:2]1[N:13]2[C:14]3[C:9]([CH2:10][CH2:11][CH2:12]2)=[CH:8][CH:7]=[CH:6][C:5]=3[CH:4]=[C:3]1[CH2:15][N:16]1[CH2:21][CH2:20][C:19]2([C:29]3[C:24](=[CH:25][CH:26]=[CH:27][CH:28]=3)[CH2:23][CH2:22]2)[CH2:18][CH2:17]1.CCC(C)[BH-](C(C)CC)C(C)CC.[Li+], predict the reaction product. (4) The product is: [OH:6][C@H:18]1[C@:13]([OH:27])([C:7]2[CH:8]=[CH:9][CH:10]=[CH:11][CH:12]=2)[CH2:14][CH2:15][N:16]([C:19]([O:21][C:22]([CH3:25])([CH3:24])[CH3:23])=[O:20])[CH2:17]1. Given the reactants CS(N)(=O)=O.[OH2:6].[C:7]1([C:13]2[CH2:14][CH2:15][N:16]([C:19]([O:21][C:22]([CH3:25])([CH3:24])[CH3:23])=[O:20])[CH2:17][CH:18]=2)[CH:12]=[CH:11][CH:10]=[CH:9][CH:8]=1.S([O-])([O-])=[O:27].[Na+].[Na+], predict the reaction product. (5) The product is: [C:34]1([C:44]2[CH:49]=[CH:48][CH:47]=[CH:46][CH:45]=2)[CH:39]=[CH:38][C:37]([S:40]([N:8]2[CH2:12][CH2:11][S:10][CH:9]2[C:13]([NH:58][CH2:57][C:52]2[CH:53]=[CH:54][CH:55]=[CH:56][C:51]=2[CH3:50])=[O:15])(=[O:42])=[O:41])=[CH:36][CH:35]=1. Given the reactants C(OC([N:8]1[CH2:12][CH2:11][S:10][CH:9]1[C:13]([OH:15])=O)=O)(C)(C)C.C1C=CC(/C(/C2C=CC([N+]([O-])=O)=CC=2)=N/O)=CC=1.[C:34]1([C:44]2[CH:49]=[CH:48][CH:47]=[CH:46][CH:45]=2)[CH:39]=[CH:38][C:37]([S:40](Cl)(=[O:42])=[O:41])=[CH:36][CH:35]=1.[CH3:50][C:51]1[CH:56]=[CH:55][CH:54]=[CH:53][C:52]=1[CH2:57][NH2:58], predict the reaction product. (6) Given the reactants C(N1C(C2CCN(C3COC3)CC2)=CC(C2C=C(C(F)(F)F)C(N)=NC=2)=N1)(C)C.I[C:31]1[CH:35]=[C:34]([CH:36]2[CH2:41][CH2:40][N:39]([C:42](=[O:44])[CH3:43])[CH2:38][CH2:37]2)[N:33]([CH3:45])[N:32]=1.[F:46][C:47]([F:67])([F:66])[C:48]1[C:56]2[C:51](=[N:52][CH:53]=[C:54](B3OC(C)(C)C(C)(C)O3)[CH:55]=2)[NH:50][CH:49]=1, predict the reaction product. The product is: [CH3:45][N:33]1[C:34]([CH:36]2[CH2:41][CH2:40][N:39]([C:42](=[O:44])[CH3:43])[CH2:38][CH2:37]2)=[CH:35][C:31]([C:54]2[CH:55]=[C:56]3[C:48]([C:47]([F:66])([F:67])[F:46])=[CH:49][NH:50][C:51]3=[N:52][CH:53]=2)=[N:32]1. (7) Given the reactants [OH:1][C:2]1[C:7]2[CH:8]=[CH:9][S:10][C:6]=2[C:5](/[CH:11]=[CH:12]/[C:13]([O:15][CH2:16][CH3:17])=[O:14])=[CH:4][CH:3]=1, predict the reaction product. The product is: [OH:1][C:2]1[C:7]2[CH:8]=[CH:9][S:10][C:6]=2[C:5]([CH2:11][CH2:12][C:13]([O:15][CH2:16][CH3:17])=[O:14])=[CH:4][CH:3]=1.